From a dataset of KCNQ2 potassium channel screen with 302,405 compounds. Binary Classification. Given a drug SMILES string, predict its activity (active/inactive) in a high-throughput screening assay against a specified biological target. (1) The molecule is S(=O)(=O)(c1n(cnc1[N+]([O-])=O)C)CC. The result is 0 (inactive). (2) The drug is s1c(CN(CCC#N)C(=O)Nc2c(noc2C)c2ccccc2)ccc1. The result is 0 (inactive).